From a dataset of NCI-60 drug combinations with 297,098 pairs across 59 cell lines. Regression. Given two drug SMILES strings and cell line genomic features, predict the synergy score measuring deviation from expected non-interaction effect. (1) Drug 1: CC1C(C(CC(O1)OC2CC(CC3=C2C(=C4C(=C3O)C(=O)C5=C(C4=O)C(=CC=C5)OC)O)(C(=O)C)O)N)O.Cl. Drug 2: CCC1(CC2CC(C3=C(CCN(C2)C1)C4=CC=CC=C4N3)(C5=C(C=C6C(=C5)C78CCN9C7C(C=CC9)(C(C(C8N6C)(C(=O)OC)O)OC(=O)C)CC)OC)C(=O)OC)O.OS(=O)(=O)O. Cell line: SF-295. Synergy scores: CSS=44.9, Synergy_ZIP=2.38, Synergy_Bliss=5.96, Synergy_Loewe=-0.954, Synergy_HSA=9.62. (2) Drug 1: CC1=C(C(CCC1)(C)C)C=CC(=CC=CC(=CC(=O)O)C)C. Drug 2: CS(=O)(=O)CCNCC1=CC=C(O1)C2=CC3=C(C=C2)N=CN=C3NC4=CC(=C(C=C4)OCC5=CC(=CC=C5)F)Cl. Cell line: ACHN. Synergy scores: CSS=21.9, Synergy_ZIP=-7.60, Synergy_Bliss=1.91, Synergy_Loewe=-5.92, Synergy_HSA=2.48.